This data is from Full USPTO retrosynthesis dataset with 1.9M reactions from patents (1976-2016). The task is: Predict the reactants needed to synthesize the given product. (1) Given the product [N:1]([CH:12]([C:9]1[C:8]([I:19])=[CH:7][C:6]([F:5])=[N:11][CH:10]=1)[CH3:13])=[N+:2]=[N-:3], predict the reactants needed to synthesize it. The reactants are: [N-:1]=[N+:2]=[N-:3].[Na+].[F:5][C:6]1[N:11]=[CH:10][C:9]([CH:12](OS(C)(=O)=O)[CH3:13])=[C:8]([I:19])[CH:7]=1. (2) Given the product [F:12][C:13]1[CH:18]=[CH:17][C:16]([O:19][C:2]2[CH:9]=[CH:8][C:7]([CH:10]=[O:11])=[CH:6][C:3]=2[C:4]#[N:5])=[CH:15][C:14]=1[C:20]([F:21])([F:22])[F:23], predict the reactants needed to synthesize it. The reactants are: F[C:2]1[CH:9]=[CH:8][C:7]([CH:10]=[O:11])=[CH:6][C:3]=1[C:4]#[N:5].[F:12][C:13]1[CH:18]=[CH:17][C:16]([OH:19])=[CH:15][C:14]=1[C:20]([F:23])([F:22])[F:21]. (3) Given the product [OH:1][CH2:2][CH2:3][CH2:4][N:5]1[CH:9]=[C:8]([C:10]2[CH:11]=[CH:12][C:13]([NH:21][C:22]3[C:27]([C:28]([F:29])([F:31])[F:30])=[CH:26][N:25]=[C:24]([NH:32][C:33]4[CH:47]=[CH:46][C:36]([CH2:37][P:38](=[O:45])([O:42][CH2:43][CH3:44])[O:39][CH2:40][CH3:41])=[CH:35][CH:34]=4)[N:23]=3)=[C:14]([C:15](=[O:20])[NH:16][CH3:17])[CH:18]=2)[CH:7]=[N:6]1, predict the reactants needed to synthesize it. The reactants are: [OH:1][CH2:2][CH2:3][CH2:4][N:5]1[CH:9]=[C:8]([C:10]2[CH:11]=[CH:12][C:13]([NH:21][C:22]3[C:27]([C:28]([F:31])([F:30])[F:29])=[CH:26][N:25]=[C:24]([NH:32][C:33]4[CH:47]=[CH:46][C:36]([CH2:37][P:38](=[O:45])([O:42][CH2:43][CH3:44])[O:39][CH2:40][CH3:41])=[CH:35][C:34]=4OC)[N:23]=3)=[C:14]3[C:18]=2[CH2:17][N:16](C)[C:15]3=[O:20])[CH:7]=[N:6]1.ClC1C(C(F)(F)F)=CN=C(NC2C=CC(CP(=O)(OCC)OCC)=CC=2)N=1.NC1C=CC(C2C=NN(CCCO)C=2)=CC=1C(NC)=O. (4) Given the product [F:1][C:2]1[CH:3]=[C:4]([NH:8][C:9](=[O:10])[NH2:18])[CH:5]=[CH:6][CH:7]=1, predict the reactants needed to synthesize it. The reactants are: [F:1][C:2]1[CH:3]=[C:4]([N:8]=[C:9]=[O:10])[CH:5]=[CH:6][CH:7]=1.C([N:18]1[C@@H]2[C@@](C3C=CC(OC)=C(OC)C=3)(CC[C@@H](N)C2)CC1)C1C=CC=CC=1. (5) Given the product [CH3:1][C:2]1([CH3:3])[S:4](=[O:5])(=[O:6])[C:7]2[CH:12]=[CH:11][CH:10]=[CH:9][C:8]=2[C:20]1=[O:21], predict the reactants needed to synthesize it. The reactants are: [CH3:1][CH:2]([S:4]([C:7]1[CH:12]=[CH:11][CH:10]=[CH:9][CH:8]=1)(=[O:6])=[O:5])[CH3:3].C([Li])CCC.CO[C:20](Cl)=[O:21]. (6) Given the product [CH3:16][CH:17]1[CH2:25][C:24]2[C:19](=[CH:20][CH:21]=[CH:22][CH:23]=2)[N:18]1[C:13]([C:9]1[CH:10]=[N:11][O:12][C:8]=1[C:5]1[CH:6]=[CH:7][C:2]([CH3:1])=[CH:3][CH:4]=1)=[O:14], predict the reactants needed to synthesize it. The reactants are: [CH3:1][C:2]1[CH:7]=[CH:6][C:5]([C:8]2[O:12][N:11]=[CH:10][C:9]=2[C:13](Cl)=[O:14])=[CH:4][CH:3]=1.[CH3:16][CH:17]1[CH2:25][C:24]2[C:19](=[CH:20][CH:21]=[CH:22][CH:23]=2)[NH:18]1. (7) Given the product [CH2:16]([O:2][C:1]1[CH:8]=[CH:7][CH:6]=[CH:5][C:3]=1[OH:4])[CH2:17][CH2:18][CH2:19][CH2:20][CH3:21], predict the reactants needed to synthesize it. The reactants are: [C:1]1([C:3](=[CH:5][CH:6]=[CH:7][CH:8]=1)[OH:4])[OH:2].C(=O)([O-])[O-].[K+].[K+].Br[CH2:16][CH2:17][CH2:18][CH2:19][CH2:20][CH3:21].C(O)C. (8) Given the product [OH:12][C@H:9]1[CH2:10][C:11]2[C:20]([NH:19][C:18](=[O:26])[CH2:17][CH2:16][C:41]3[CH:42]=[CH:43][C:38]([C:37]([F:49])([F:50])[F:36])=[CH:39][CH:40]=3)=[CH:3][CH:4]=[CH:5][C:6]=2[CH2:7][CH2:8]1, predict the reactants needed to synthesize it. The reactants are: NC1[CH:3]=[CH:4][CH:5]=[C:6]2[C:11]=1[CH2:10][C@H:9]([OH:12])[CH2:8][CH2:7]2.Cl.CN(C)[CH2:16][CH2:17][CH2:18][N:19]=[C:20]=NCC.O.[OH:26]N1C2C=CC=CC=2N=N1.[F:36][C:37]([F:50])([F:49])[C:38]1[CH:43]=[CH:42][C:41](C(C)C(O)=O)=[CH:40][CH:39]=1.